This data is from Full USPTO retrosynthesis dataset with 1.9M reactions from patents (1976-2016). The task is: Predict the reactants needed to synthesize the given product. (1) Given the product [Cl:26][C:21]1[CH:20]=[C:19]([NH:18][C:5]2[C:4]3[C:9](=[C:10]([C:12]([F:13])([F:14])[F:15])[CH:11]=[C:2]([NH:1][CH2:27][C:29]4[CH:36]=[CH:35][C:32]([C:33]#[N:34])=[CH:31][CH:30]=4)[CH:3]=3)[N:8]=[CH:7][C:6]=2[C:16]#[N:17])[CH:24]=[CH:23][C:22]=1[F:25], predict the reactants needed to synthesize it. The reactants are: [NH2:1][C:2]1[CH:3]=[C:4]2[C:9](=[C:10]([C:12]([F:15])([F:14])[F:13])[CH:11]=1)[N:8]=[CH:7][C:6]([C:16]#[N:17])=[C:5]2[NH:18][C:19]1[CH:24]=[CH:23][C:22]([F:25])=[C:21]([Cl:26])[CH:20]=1.[CH:27]([C:29]1[CH:36]=[CH:35][C:32]([C:33]#[N:34])=[CH:31][CH:30]=1)=O.[BH3-]C#N.[Na+]. (2) Given the product [CH3:1][C:2]1[CH:15]=[C:14]([C:16]2([C:29]([F:31])([F:30])[F:32])[O:20][N:19]=[C:18]([C:21]3[CH:22]=[CH:23][C:24]([S:27]([CH3:28])=[O:41])=[CH:25][CH:26]=3)[CH2:17]2)[CH:13]=[CH:12][C:3]=1[NH:4][C:5](=[O:11])[O:6][C:7]([CH3:10])([CH3:8])[CH3:9], predict the reactants needed to synthesize it. The reactants are: [CH3:1][C:2]1[CH:15]=[C:14]([C:16]2([C:29]([F:32])([F:31])[F:30])[O:20][N:19]=[C:18]([C:21]3[CH:26]=[CH:25][C:24]([S:27][CH3:28])=[CH:23][CH:22]=3)[CH2:17]2)[CH:13]=[CH:12][C:3]=1[NH:4][C:5](=[O:11])[O:6][C:7]([CH3:10])([CH3:9])[CH3:8].ClC1C=CC=C(C(OO)=[O:41])C=1. (3) The reactants are: [CH3:13][C:12]([O:11][C:9](O[C:9]([O:11][C:12]([CH3:15])([CH3:14])[CH3:13])=[O:10])=[O:10])([CH3:15])[CH3:14].C(N(CC)CC)C.[Si:23]([O:30][CH2:31][CH:32]([C:40]1([NH2:43])[CH2:42][CH2:41]1)[C:33]1[CH:38]=[CH:37][C:36]([Cl:39])=[CH:35][CH:34]=1)([C:26]([CH3:29])([CH3:28])[CH3:27])([CH3:25])[CH3:24]. Given the product [Si:23]([O:30][CH2:31][CH:32]([C:40]1([NH:43][C:9](=[O:10])[O:11][C:12]([CH3:13])([CH3:14])[CH3:15])[CH2:42][CH2:41]1)[C:33]1[CH:38]=[CH:37][C:36]([Cl:39])=[CH:35][CH:34]=1)([C:26]([CH3:28])([CH3:29])[CH3:27])([CH3:25])[CH3:24], predict the reactants needed to synthesize it. (4) Given the product [CH2:15]([O:22][C:23](=[O:33])[NH:24][CH2:25][C@H:26]1[CH2:31][CH2:30][C@@H:29]([NH:32][C:2]2[CH:11]=[C:10]([N:12]([CH3:14])[CH3:13])[C:9]3[C:4](=[CH:5][CH:6]=[CH:7][CH:8]=3)[N:3]=2)[CH2:28][CH2:27]1)[C:16]1[CH:17]=[CH:18][CH:19]=[CH:20][CH:21]=1, predict the reactants needed to synthesize it. The reactants are: Cl[C:2]1[CH:11]=[C:10]([N:12]([CH3:14])[CH3:13])[C:9]2[C:4](=[CH:5][CH:6]=[CH:7][CH:8]=2)[N:3]=1.[CH2:15]([O:22][C:23](=[O:33])[NH:24][CH2:25][C@H:26]1[CH2:31][CH2:30][C@@H:29]([NH2:32])[CH2:28][CH2:27]1)[C:16]1[CH:21]=[CH:20][CH:19]=[CH:18][CH:17]=1.C([O-])(O)=O.[Na+].